From a dataset of Full USPTO retrosynthesis dataset with 1.9M reactions from patents (1976-2016). Predict the reactants needed to synthesize the given product. (1) Given the product [NH2:1][C:2]1[C:7]([C:21]2[CH:22]=[C:23]([Cl:27])[CH:24]=[C:25]([Cl:26])[C:20]=2[Cl:19])=[N:6][CH:5]=[C:4]([NH:9][C:10](=[O:12])[CH3:11])[N:3]=1, predict the reactants needed to synthesize it. The reactants are: [NH2:1][C:2]1[C:7](Br)=[N:6][CH:5]=[C:4]([NH:9][C:10](=[O:12])[CH3:11])[N:3]=1.C(=O)([O-])[O-].[Na+].[Na+].[Cl:19][C:20]1[C:25]([Cl:26])=[CH:24][C:23]([Cl:27])=[CH:22][C:21]=1B(O)O. (2) Given the product [Cl:1][C:2]1[CH:17]=[CH:16][C:5]([O:6][C:7]2[CH:12]=[CH:11][C:10]([NH2:13])=[CH:9][CH:8]=2)=[C:4]([CH:18]2[CH2:23][CH2:22][CH2:21][CH2:20][CH2:19]2)[CH:3]=1, predict the reactants needed to synthesize it. The reactants are: [Cl:1][C:2]1[CH:17]=[CH:16][C:5]([O:6][C:7]2[CH:12]=[CH:11][C:10]([N+:13]([O-])=O)=[CH:9][CH:8]=2)=[C:4]([CH:18]2[CH2:23][CH2:22][CH2:21][CH2:20][CH2:19]2)[CH:3]=1. (3) Given the product [Br:1][C:2]1[C:10]2[C:9]([NH:11][C:12]3[CH:13]=[C:14]4[CH:20]=[N:19][NH:18][C:15]4=[N:16][CH:17]=3)=[N:8][CH:7]=[N:6][C:5]=2[NH:4][C:3]=1[C:21]([N:24]1[CH2:29][CH2:28][CH2:27][CH2:26][CH2:25]1)=[O:22], predict the reactants needed to synthesize it. The reactants are: [Br:1][C:2]1[C:10]2[C:9]([NH:11][C:12]3[CH:13]=[C:14]4[CH:20]=[N:19][NH:18][C:15]4=[N:16][CH:17]=3)=[N:8][CH:7]=[N:6][C:5]=2[NH:4][C:3]=1[C:21](O)=[O:22].[NH:24]1[CH2:29][CH2:28][CH2:27][CH2:26][CH2:25]1. (4) Given the product [Cl-:29].[CH3:28][O:27][C:25](=[O:26])/[CH:24]=[CH:23]/[C:18]1[CH:19]=[CH:20][CH:21]=[CH:22][C:17]=1[S:14]([CH:11]1[CH2:12][CH2:13][NH2+:8][CH2:9][CH2:10]1)(=[O:15])=[O:16], predict the reactants needed to synthesize it. The reactants are: C(OC([N:8]1[CH2:13][CH2:12][CH:11]([S:14]([C:17]2[CH:22]=[CH:21][CH:20]=[CH:19][C:18]=2/[CH:23]=[CH:24]/[C:25]([O:27][CH3:28])=[O:26])(=[O:16])=[O:15])[CH2:10][CH2:9]1)=O)(C)(C)C.[ClH:29].O1CCOCC1. (5) Given the product [OH:8][CH:7]([C:6]1[CH:9]=[CH:10][C:3]([C:2]([F:11])([F:12])[F:1])=[CH:4][CH:5]=1)[C:24]([O:17][CH3:18])=[O:23], predict the reactants needed to synthesize it. The reactants are: [F:1][C:2]([F:12])([F:11])[C:3]1[CH:10]=[CH:9][C:6]([CH:7]=[O:8])=[CH:5][CH:4]=1.C[Si]([O:17][C:18]#N)(C)C.[Cl-].[Li+].Cl.[O:23]1CCC[CH2:24]1. (6) Given the product [CH:1]1([CH:7]([NH:20][C:21]2[CH:29]=[CH:28][C:24]([C:65]([N:64]([CH3:67])[CH2:63][CH2:33][C:34]([O:36][CH2:37][CH3:38])=[O:35])=[O:66])=[CH:23][CH:22]=2)[C:8]2[O:9][C:10]3[CH:17]=[CH:16][C:15]([O:18][CH3:19])=[CH:14][C:11]=3[C:12]=2[CH3:13])[CH2:6][CH2:5][CH2:4][CH2:3][CH2:2]1, predict the reactants needed to synthesize it. The reactants are: [CH:1]1([CH:7]([NH:20][C:21]2[CH:29]=[CH:28][C:24](C(O)=O)=[CH:23][CH:22]=2)[C:8]2[O:9][C:10]3[CH:17]=[CH:16][C:15]([O:18][CH3:19])=[CH:14][C:11]=3[C:12]=2[CH3:13])[CH2:6][CH2:5][CH2:4][CH2:3][CH2:2]1.CNC[CH2:33][C:34]([O:36][CH2:37][CH3:38])=[O:35].O.ON1C2C=CC=CC=2N=N1.Cl.C(N=C=NCCCN(C)C)C.Cl.[CH3:63][N:64]([CH3:67])[CH:65]=[O:66]. (7) Given the product [ClH:1].[CH:23]1([C:26]2[C:27]([CH2:40][N:41]3[CH2:44][CH:43]([O:45][C:46]4[CH:51]=[C:50]([Cl:52])[CH:49]=[C:48]([Cl:53])[CH:47]=4)[CH2:42]3)=[CH:28][C:29]([F:39])=[C:30]([CH:38]=2)[C:31]([OH:33])=[O:32])[CH2:25][CH2:24]1, predict the reactants needed to synthesize it. The reactants are: [Cl:1]C1C=C(C=C(Cl)C=1)CC1CCN(C(OC(C)(C)C)=O)CC1.[CH:23]1([C:26]2[C:27]([CH2:40][N:41]3[CH2:44][CH:43]([O:45][C:46]4[CH:51]=[C:50]([Cl:52])[CH:49]=[C:48]([Cl:53])[CH:47]=4)[CH2:42]3)=[CH:28][C:29]([F:39])=[C:30]([CH:38]=2)[C:31]([O:33]C(C)(C)C)=[O:32])[CH2:25][CH2:24]1. (8) The reactants are: Cl[C:2]1[C:11]2=[N:12][N:13](CC3C=CC(OC)=CC=3)[CH:14]=[C:10]2[C:9]2[CH:8]=[C:7]([O:24][CH3:25])[CH:6]=[CH:5][C:4]=2[N:3]=1.[CH3:26][C:27]1[CH:33]=[C:32]([N:34]2[CH2:39][CH2:38][O:37][CH2:36][CH2:35]2)[CH:31]=[CH:30][C:28]=1[NH2:29].Cl. Given the product [CH3:25][O:24][C:7]1[CH:6]=[CH:5][C:4]2[N:3]=[C:2]([NH:29][C:28]3[CH:30]=[CH:31][C:32]([N:34]4[CH2:39][CH2:38][O:37][CH2:36][CH2:35]4)=[CH:33][C:27]=3[CH3:26])[C:11]3=[N:12][NH:13][CH:14]=[C:10]3[C:9]=2[CH:8]=1, predict the reactants needed to synthesize it. (9) Given the product [CH2:44]([C:42]1[O:43][C:39]([C:37]([NH:36][C:33]2[CH:34]=[CH:35][C:30]([C:9]3[CH:10]=[CH:11][C:12]([C:15]45[CH2:22][CH2:21][C:18]([CH2:23][C:24]([O:26][CH3:27])=[O:25])([CH2:19][CH2:20]4)[CH2:17][O:16]5)=[CH:13][CH:14]=3)=[CH:31][CH:32]=2)=[O:38])=[C:40]([CH3:46])[N:41]=1)[CH3:45], predict the reactants needed to synthesize it. The reactants are: CC1(C)C(C)(C)OB([C:9]2[CH:14]=[CH:13][C:12]([C:15]34[CH2:22][CH2:21][C:18]([CH2:23][C:24]([O:26][CH3:27])=[O:25])([CH2:19][CH2:20]3)[CH2:17][O:16]4)=[CH:11][CH:10]=2)O1.Br[C:30]1[CH:35]=[CH:34][C:33]([NH:36][C:37]([C:39]2[O:43][C:42]([CH2:44][CH3:45])=[N:41][C:40]=2[CH3:46])=[O:38])=[CH:32][CH:31]=1.P([O-])([O-])([O-])=O.[K+].[K+].[K+].C(COC)OC. (10) Given the product [CH3:51][C:50]1[O:49][C:48](=[O:52])[O:47][C:46]=1[CH2:45][O:44][C:40](=[O:41])[NH:1][C:2]1[C:11]2=[CH:12][N:13]([CH:15]3[O:23][CH:22]4[CH:17]([O:18][Si:19]([C:28]([CH3:31])([CH3:30])[CH3:29])([C:24]([CH3:26])([CH3:25])[CH3:27])[O:20][CH2:21]4)[C:16]3([OH:33])[CH3:32])[N:14]=[C:9]3[C:10]2=[C:4]([C:5](=[O:34])[NH:6][N:7]=[CH:8]3)[CH:3]=1, predict the reactants needed to synthesize it. The reactants are: [NH2:1][C:2]1[C:11]2=[CH:12][N:13]([CH:15]3[O:23][CH:22]4[CH:17]([O:18][Si:19]([C:28]([CH3:31])([CH3:30])[CH3:29])([C:24]([CH3:27])([CH3:26])[CH3:25])[O:20][CH2:21]4)[C:16]3([OH:33])[CH3:32])[N:14]=[C:9]3[C:10]2=[C:4]([C:5](=[O:34])[NH:6][N:7]=[CH:8]3)[CH:3]=1.C[Si](Cl)(C)C.[C:40](Cl)(=O)[OH:41].[OH:44][CH2:45][C:46]1[O:47][C:48](=[O:52])[O:49][C:50]=1[CH3:51].